This data is from Forward reaction prediction with 1.9M reactions from USPTO patents (1976-2016). The task is: Predict the product of the given reaction. (1) Given the reactants [Br:1][C:2]1[CH:7]=[C:6](F)[C:5]([N+:9]([O-:11])=[O:10])=[CH:4][C:3]=1[F:12].[NH3:13], predict the reaction product. The product is: [Br:1][C:2]1[C:3]([F:12])=[CH:4][C:5]([N+:9]([O-:11])=[O:10])=[C:6]([NH2:13])[CH:7]=1. (2) Given the reactants [CH2:1]([S:8][C:9]1[N:10]=[CH:11][C:12]2[CH:18]=[C:17]([C:19]3[CH:24]=[CH:23][CH:22]=[CH:21][CH:20]=3)[C:16](=O)[NH:15][C:13]=2[N:14]=1)[C:2]1[CH:7]=[CH:6][CH:5]=[CH:4][CH:3]=1.P(Cl)(Cl)([Cl:28])=O, predict the reaction product. The product is: [CH2:1]([S:8][C:9]1[N:10]=[CH:11][C:12]2[CH:18]=[C:17]([C:19]3[CH:24]=[CH:23][CH:22]=[CH:21][CH:20]=3)[C:16]([Cl:28])=[N:15][C:13]=2[N:14]=1)[C:2]1[CH:7]=[CH:6][CH:5]=[CH:4][CH:3]=1.